Dataset: Forward reaction prediction with 1.9M reactions from USPTO patents (1976-2016). Task: Predict the product of the given reaction. (1) Given the reactants [O:1]=[C:2]([NH:20][CH2:21][CH2:22][CH2:23][C:24](=[O:45])[NH:25][C:26](=[O:44])[CH2:27][C:28]1[CH:33]=[CH:32][C:31]([CH2:34][CH2:35][CH2:36][CH2:37][C:38]2[CH:43]=[CH:42][CH:41]=[CH:40][CH:39]=2)=[CH:30][CH:29]=1)[C@@H:3]([NH:16]C(=O)[O-])[CH2:4][CH2:5][CH2:6][CH2:7][NH:8]C(=O)OC(C)(C)C.[ClH:46], predict the reaction product. The product is: [ClH:46].[ClH:46].[NH2:16][C@@H:3]([CH2:4][CH2:5][CH2:6][CH2:7][NH2:8])[C:2]([NH:20][CH2:21][CH2:22][CH2:23][C:24](=[O:45])[NH:25][C:26](=[O:44])[CH2:27][C:28]1[CH:29]=[CH:30][C:31]([CH2:34][CH2:35][CH2:36][CH2:37][C:38]2[CH:39]=[CH:40][CH:41]=[CH:42][CH:43]=2)=[CH:32][CH:33]=1)=[O:1]. (2) Given the reactants [F:1][C:2]1[CH:10]=[C:9]([CH3:11])[CH:8]=[CH:7][C:3]=1[C:4]([OH:6])=[O:5].C1C(=O)N([Br:19])C(=O)C1, predict the reaction product. The product is: [Br:19][CH2:11][C:9]1[CH:8]=[CH:7][C:3]([C:4]([OH:6])=[O:5])=[C:2]([F:1])[CH:10]=1. (3) Given the reactants Br[CH:2]([CH:8]([CH3:10])[CH3:9])[C:3]([O:5]CC)=O.[CH2:11]([NH2:14])[CH2:12][NH2:13].[O-]CC.[Na+], predict the reaction product. The product is: [CH:8]([CH:2]1[NH:14][CH2:11][CH2:12][NH:13][C:3]1=[O:5])([CH3:9])[CH3:10]. (4) Given the reactants CN1CCOCC1.C(Cl)(=O)C.[Cl:12][C:13]1[CH:18]=[CH:17][C:16]([S:19]([CH:22]([C:31]2[CH:36]=[C:35]([F:37])[CH:34]=[CH:33][C:32]=2[F:38])[C:23]2N=CC(CN)=C[CH:24]=2)(=[O:21])=[O:20])=[CH:15][CH:14]=1.[Si:39]([O:46][CH2:47][CH2:48]C(C)C(C1C=C(F)C=CC=1F)S(C1C=CC(Cl)=CC=1)(=O)=O)([C:42]([CH3:45])([CH3:44])[CH3:43])([CH3:41])[CH3:40], predict the reaction product. The product is: [Si:39]([O:46][CH:47]([CH3:48])[CH2:24][CH2:23][CH:22]([C:31]1[CH:36]=[C:35]([F:37])[CH:34]=[CH:33][C:32]=1[F:38])[S:19]([C:16]1[CH:15]=[CH:14][C:13]([Cl:12])=[CH:18][CH:17]=1)(=[O:21])=[O:20])([C:42]([CH3:45])([CH3:44])[CH3:43])([CH3:41])[CH3:40]. (5) Given the reactants Cl[CH:2]([C:4]1[N:12]([CH2:13][C:14]2[CH:19]=[CH:18][C:17]([C:20]([F:23])([F:22])[F:21])=[CH:16][CH:15]=2)[C:11]2[C:6](=[N:7][C:8]([C:31]#[N:32])=[N:9][C:10]=2[NH:24][C@@H:25]([CH:27]2[CH2:30][CH2:29][CH2:28]2)[CH3:26])[N:5]=1)[CH3:3].C([O-])([O-])=O.[K+].[K+].[CH3:39][NH:40][CH2:41][CH:42]([CH3:44])[CH3:43], predict the reaction product. The product is: [CH:27]1([C@H:25]([NH:24][C:10]2[N:9]=[C:8]([C:31]#[N:32])[N:7]=[C:6]3[C:11]=2[N:12]([CH2:13][C:14]2[CH:19]=[CH:18][C:17]([C:20]([F:23])([F:21])[F:22])=[CH:16][CH:15]=2)[C:4]([CH:2]([N:40]([CH2:41][CH:42]([CH3:44])[CH3:43])[CH3:39])[CH3:3])=[N:5]3)[CH3:26])[CH2:28][CH2:29][CH2:30]1.